The task is: Predict which catalyst facilitates the given reaction.. This data is from Catalyst prediction with 721,799 reactions and 888 catalyst types from USPTO. (1) Reactant: [C:1]([C:3]1[N:4]=[C:5]([C:16]([O-:18])=O)[N:6]([CH2:8][O:9][CH2:10][CH2:11][Si:12]([CH3:15])([CH3:14])[CH3:13])[CH:7]=1)#[N:2].[K+].N1C=CC=CC=1.O=S(Cl)Cl.[C:30]([Si:34]([CH3:56])([CH3:55])[O:35][CH2:36][C:37]([C:40]1[CH:45]=[CH:44][C:43]([NH2:46])=[C:42]([C:47]2[CH2:52][CH2:51][C:50]([CH3:54])([CH3:53])[CH2:49][CH:48]=2)[CH:41]=1)([CH3:39])[CH3:38])([CH3:33])([CH3:32])[CH3:31]. Product: [C:30]([Si:34]([CH3:55])([CH3:56])[O:35][CH2:36][C:37]([C:40]1[CH:45]=[CH:44][C:43]([NH:46][C:16]([C:5]2[N:6]([CH2:8][O:9][CH2:10][CH2:11][Si:12]([CH3:13])([CH3:14])[CH3:15])[CH:7]=[C:3]([C:1]#[N:2])[N:4]=2)=[O:18])=[C:42]([C:47]2[CH2:52][CH2:51][C:50]([CH3:54])([CH3:53])[CH2:49][CH:48]=2)[CH:41]=1)([CH3:39])[CH3:38])([CH3:33])([CH3:31])[CH3:32]. The catalyst class is: 91. (2) Reactant: [O:1]=[C:2]1[C:7]2[CH:8]=[CH:9][CH:10]=[CH:11][C:6]=2[S:5][C:4]([C:12]2[N:17]=[CH:16][C:15]([CH2:18][CH2:19][C:20]([O:22]C(C)(C)C)=[O:21])=[CH:14][CH:13]=2)=[N:3]1.C(OC(C)C)(C)C. Product: [O:1]=[C:2]1[C:7]2[CH:8]=[CH:9][CH:10]=[CH:11][C:6]=2[S:5][C:4]([C:12]2[N:17]=[CH:16][C:15]([CH2:18][CH2:19][C:20]([OH:22])=[O:21])=[CH:14][CH:13]=2)=[N:3]1. The catalyst class is: 55.